This data is from Catalyst prediction with 721,799 reactions and 888 catalyst types from USPTO. The task is: Predict which catalyst facilitates the given reaction. (1) Reactant: Cl[C:2]1[N:7]2[N:8]=[C:9]([C:17]3[CH:22]=[CH:21][C:20]([F:23])=[CH:19][CH:18]=3)[C:10]([C:11]3[CH:16]=[CH:15][N:14]=[CH:13][CH:12]=3)=[C:6]2[CH:5]=[CH:4][CH:3]=1.[CH3:24][N:25]1[CH2:29][CH2:28][CH2:27][CH:26]1[CH2:30][CH2:31][NH2:32]. Product: [F:23][C:20]1[CH:21]=[CH:22][C:17]([C:9]2[C:10]([C:11]3[CH:16]=[CH:15][N:14]=[CH:13][CH:12]=3)=[C:6]3[CH:5]=[CH:4][CH:3]=[C:2]([NH:32][CH2:31][CH2:30][CH:26]4[CH2:27][CH2:28][CH2:29][N:25]4[CH3:24])[N:7]3[N:8]=2)=[CH:18][CH:19]=1. The catalyst class is: 32. (2) Reactant: [CH3:1][C:2]1[C:3]([CH2:8][OH:9])=[CH:4][S:5][C:6]=1[CH3:7].C1C(=O)N([Br:17])C(=O)C1. Product: [Br:17][C:4]1[S:5][C:6]([CH3:7])=[C:2]([CH3:1])[C:3]=1[CH2:8][OH:9]. The catalyst class is: 1. (3) Reactant: C[O:2][C:3](=[O:21])[C:4]1[CH:9]=[C:8]([N:10]([CH3:14])[CH2:11][CH2:12][CH3:13])[N:7]=[C:6]([N:15]([S:17]([CH3:20])(=[O:19])=[O:18])[CH3:16])[CH:5]=1.[OH-].[Li+].Cl. Product: [CH3:20][S:17]([N:15]([CH3:16])[C:6]1[CH:5]=[C:4]([CH:9]=[C:8]([N:10]([CH3:14])[CH2:11][CH2:12][CH3:13])[N:7]=1)[C:3]([OH:21])=[O:2])(=[O:18])=[O:19]. The catalyst class is: 1. (4) Reactant: Cl.[NH2:2][C@H:3]([CH2:33][C:34]1[CH:39]=[CH:38][CH:37]=[CH:36][C:35]=1[C:40]([F:43])([F:42])[F:41])[C:4]([N:6]1[CH2:11][CH2:10][CH:9]([N:12]2[N:21]=[C:20]([C:22]3[CH:27]=[CH:26][C:25]([O:28][CH3:29])=[C:24]([O:30][CH3:31])[CH:23]=3)[C@@H:19]3[C@@H:14]([CH2:15][CH2:16][CH2:17][CH2:18]3)[C:13]2=[O:32])[CH2:8][CH2:7]1)=[O:5].[CH:44]1([CH2:47][O:48][C:49]2[CH:57]=[CH:56][C:52]3[O:53][CH2:54][O:55][C:51]=3[C:50]=2[C:58]2[C:59]3[NH:66][C:65]([CH3:67])=[C:64]([C:68](O)=[O:69])[C:60]=3[N:61]=[CH:62][N:63]=2)[CH2:46][CH2:45]1.CN(C(ON1N=NC2C=CC=NC1=2)=[N+](C)C)C.F[P-](F)(F)(F)(F)F.CCN(C(C)C)C(C)C.C(=O)(O)[O-].[Na+]. Product: [CH:44]1([CH2:47][O:48][C:49]2[CH:57]=[CH:56][C:52]3[O:53][CH2:54][O:55][C:51]=3[C:50]=2[C:58]2[C:59]3[NH:66][C:65]([CH3:67])=[C:64]([C:68]([NH:2][C@H:3]([CH2:33][C:34]4[CH:39]=[CH:38][CH:37]=[CH:36][C:35]=4[C:40]([F:42])([F:41])[F:43])[C:4]([N:6]4[CH2:7][CH2:8][CH:9]([N:12]5[N:21]=[C:20]([C:22]6[CH:27]=[CH:26][C:25]([O:28][CH3:29])=[C:24]([O:30][CH3:31])[CH:23]=6)[C@@H:19]6[C@@H:14]([CH2:15][CH2:16][CH2:17][CH2:18]6)[C:13]5=[O:32])[CH2:10][CH2:11]4)=[O:5])=[O:69])[C:60]=3[N:61]=[CH:62][N:63]=2)[CH2:45][CH2:46]1. The catalyst class is: 2. (5) Reactant: [CH3:1][O:2][C:3](=[O:14])[C:4]1[CH:9]=[CH:8][C:7]([NH:10][CH2:11][CH3:12])=[C:6]([NH2:13])[CH:5]=1.[NH2:15][C:16]1[S:17][C:18]2[CH:24]=[C:23]([Cl:25])[CH:22]=[CH:21][C:19]=2[N:20]=1.[C:26](N1C=CN=C1)(N1C=CN=C1)=S.C(Cl)CCl. The catalyst class is: 3. Product: [CH3:1][O:2][C:3]([C:4]1[CH:9]=[CH:8][C:7]2[N:10]([CH2:11][CH3:12])[C:26]([NH:15][C:16]3[S:17][C:18]4[CH:24]=[C:23]([Cl:25])[CH:22]=[CH:21][C:19]=4[N:20]=3)=[N:13][C:6]=2[CH:5]=1)=[O:14].